From a dataset of Forward reaction prediction with 1.9M reactions from USPTO patents (1976-2016). Predict the product of the given reaction. (1) The product is: [Cl:21][C:22]1[N:23]=[C:24]([C:29]([NH:1][C@H:2]2[CH2:7][CH2:6][N:5]([C:8]3[CH:9]=[C:10]([CH:15]=[CH:16][C:17]=3[F:18])[C:11]([O:13][CH3:14])=[O:12])[CH2:4][C@H:3]2[O:19][CH3:20])=[O:30])[NH:25][C:26]=1[CH2:27][CH3:28]. Given the reactants [NH2:1][C@H:2]1[CH2:7][CH2:6][N:5]([C:8]2[CH:9]=[C:10]([CH:15]=[CH:16][C:17]=2[F:18])[C:11]([O:13][CH3:14])=[O:12])[CH2:4][C@H:3]1[O:19][CH3:20].[Cl:21][C:22]1[N:23]=[C:24]([C:29](O)=[O:30])[NH:25][C:26]=1[CH2:27][CH3:28].CCN=C=NCCCN(C)C.Cl.C1C=CC2N(O)N=NC=2C=1, predict the reaction product. (2) Given the reactants [NH2:1][C:2]1[CH:7]=[CH:6][CH:5]=[CH:4][C:3]=1[NH:8][C:9]1[N:17]=[C:16]2[C:12]([N:13]=[C:14]([CH2:19][N:20]3[CH2:25][CH2:24][CH:23]([C:26]([OH:29])([CH3:28])[CH3:27])[CH2:22][CH2:21]3)[N:15]2[CH3:18])=[C:11]([N:30]2[CH2:35][CH2:34][O:33][CH2:32][CH2:31]2)[N:10]=1.[N:36]#[C:37]Br, predict the reaction product. The product is: [NH2:36][C:37]1[N:8]([C:9]2[N:17]=[C:16]3[C:12]([N:13]=[C:14]([CH2:19][N:20]4[CH2:21][CH2:22][CH:23]([C:26]([OH:29])([CH3:28])[CH3:27])[CH2:24][CH2:25]4)[N:15]3[CH3:18])=[C:11]([N:30]3[CH2:31][CH2:32][O:33][CH2:34][CH2:35]3)[N:10]=2)[C:3]2[CH:4]=[CH:5][CH:6]=[CH:7][C:2]=2[N:1]=1.